Predict the product of the given reaction. From a dataset of Forward reaction prediction with 1.9M reactions from USPTO patents (1976-2016). (1) The product is: [Na+:47].[F:28][C:25]1[CH:26]=[CH:27][C:22]([C:14]2[C:15]([C:16]3[CH:17]=[CH:18][CH:19]=[CH:20][CH:21]=3)=[C:11]([C:9](=[O:10])[NH:8][C:5]3[CH:4]=[CH:3][C:2]([F:1])=[CH:7][CH:6]=3)[N:12]([CH:39]([CH3:40])[CH3:41])[C:13]=2[CH2:29][CH2:30][CH:31]([OH:32])[CH2:36][C@@H:35]([OH:37])[CH2:34][C:33]([O-:44])=[O:38])=[CH:23][CH:24]=1. Given the reactants [F:1][C:2]1[CH:7]=[CH:6][C:5]([NH:8][C:9]([C:11]2[N:12]([CH:39]([CH3:41])[CH3:40])[C:13]([CH2:29][CH2:30][CH:31]3[CH2:36][C@@H:35]([OH:37])[CH2:34][C:33](=[O:38])[O:32]3)=[C:14]([C:22]3[CH:27]=[CH:26][C:25]([F:28])=[CH:24][CH:23]=3)[C:15]=2[C:16]2[CH:21]=[CH:20][CH:19]=[CH:18][CH:17]=2)=[O:10])=[CH:4][CH:3]=1.C([OH:44])C.O.[OH-].[Na+:47], predict the reaction product. (2) The product is: [F:13][C:4]1[C:5]([OH:12])=[C:6]([CH:11]=[C:2]([B:16]2[O:20][C:19]([CH3:22])([CH3:21])[C:18]([CH3:24])([CH3:23])[O:17]2)[C:3]=1[O:14][CH3:15])[C:7]([O:9][CH3:10])=[O:8]. Given the reactants Br[C:2]1[C:3]([O:14][CH3:15])=[C:4]([F:13])[C:5]([OH:12])=[C:6]([CH:11]=1)[C:7]([O:9][CH3:10])=[O:8].[B:16]1([B:16]2[O:20][C:19]([CH3:22])([CH3:21])[C:18]([CH3:24])([CH3:23])[O:17]2)[O:20][C:19]([CH3:22])([CH3:21])[C:18]([CH3:24])([CH3:23])[O:17]1.C([O-])(=O)C.[K+].O, predict the reaction product. (3) Given the reactants [I:1][C:2]1[C:10]2[C:5](=[CH:6][CH:7]=[C:8]([O:11][CH3:12])[CH:9]=2)[NH:4][N:3]=1.C(N(CC)CC)C.[C:20](O[C:20]([O:22][C:23]([CH3:26])([CH3:25])[CH3:24])=[O:21])([O:22][C:23]([CH3:26])([CH3:25])[CH3:24])=[O:21], predict the reaction product. The product is: [C:23]([O:22][C:20]([N:4]1[C:5]2[C:10](=[CH:9][C:8]([O:11][CH3:12])=[CH:7][CH:6]=2)[C:2]([I:1])=[N:3]1)=[O:21])([CH3:26])([CH3:25])[CH3:24]. (4) Given the reactants Br[CH2:2][C:3](=O)[CH2:4][C@@H:5]1[CH2:10][CH2:9][CH2:8][CH2:7][N:6]1C(OC(C)(C)C)=O.CC([Si](C)(C)[O:24][CH2:25][C:26]1[C:27]([NH2:33])=[N:28][CH:29]=[C:30]([F:32])[CH:31]=1)(C)C, predict the reaction product. The product is: [F:32][C:30]1[CH:31]=[C:26]([CH2:25][OH:24])[C:27]2[N:28]([CH:2]=[C:3]([CH2:4][C@@H:5]3[CH2:10][CH2:9][CH2:8][CH2:7][NH:6]3)[N:33]=2)[CH:29]=1.